The task is: Predict the product of the given reaction.. This data is from Forward reaction prediction with 1.9M reactions from USPTO patents (1976-2016). (1) The product is: [CH2:19]([N:26]([CH2:31][CH:32]1[CH2:37][CH2:36][CH:35]([CH2:38][O:39][Si:40]([C:43]([CH3:46])([CH3:45])[CH3:44])([CH3:41])[CH3:42])[CH2:34][CH2:33]1)[S:27]([NH:30][C:5](=[O:7])[C:4]1[CH:8]=[C:9]([CH3:11])[CH:10]=[C:2]([CH3:1])[CH:3]=1)(=[O:28])=[O:29])[C:20]1[CH:21]=[CH:22][CH:23]=[CH:24][CH:25]=1. Given the reactants [CH3:1][C:2]1[CH:3]=[C:4]([CH:8]=[C:9]([CH3:11])[CH:10]=1)[C:5]([OH:7])=O.ClS(N=C=O)(=O)=O.[CH2:19]([N:26]([CH2:31][CH:32]1[CH2:37][CH2:36][CH:35]([CH2:38][O:39][Si:40]([C:43]([CH3:46])([CH3:45])[CH3:44])([CH3:42])[CH3:41])[CH2:34][CH2:33]1)[S:27]([NH2:30])(=[O:29])=[O:28])[C:20]1[CH:25]=[CH:24][CH:23]=[CH:22][CH:21]=1.C(N(CC)CC)C, predict the reaction product. (2) Given the reactants [CH3:1][C@@H:2]1[CH2:7][N:6]([C:8]2[CH:9]=[CH:10][C:11]3[N:12]([C:14]([C:17]([F:20])([F:19])[F:18])=[N:15][N:16]=3)[N:13]=2)[C@@H:5]([CH3:21])[CH2:4][N:3]1C(OC(C)(C)C)=O.C(O)(C(F)(F)F)=O, predict the reaction product. The product is: [CH3:21][C@H:5]1[CH2:4][NH:3][C@H:2]([CH3:1])[CH2:7][N:6]1[C:8]1[CH:9]=[CH:10][C:11]2[N:12]([C:14]([C:17]([F:20])([F:19])[F:18])=[N:15][N:16]=2)[N:13]=1. (3) Given the reactants [N:1]1[CH:6]=[CH:5][CH:4]=[CH:3][C:2]=1[N:7]1[CH2:12][CH2:11][N:10]([CH2:13][C:14]2[NH:18][C:17]3[CH:19]=[CH:20][CH:21]=[CH:22][C:16]=3[N:15]=2)[CH2:9][CH2:8]1.[N:23]1([C:28](Cl)=[O:29])[CH2:27][CH2:26][CH2:25][CH2:24]1.C(N(CC)CC)C, predict the reaction product. The product is: [N:1]1[CH:6]=[CH:5][CH:4]=[CH:3][C:2]=1[N:7]1[CH2:8][CH2:9][N:10]([CH2:13][C:14]2[N:15]([C:28]([N:23]3[CH2:27][CH2:26][CH2:25][CH2:24]3)=[O:29])[C:16]3[CH:22]=[CH:21][CH:20]=[CH:19][C:17]=3[N:18]=2)[CH2:11][CH2:12]1. (4) Given the reactants [OH-].[Na+].[F:3][C:4]1[C:9]2[CH:10]=[C:11]([CH2:13][C:14]3[CH:19]=[CH:18][CH:17]=[C:16]([S:20]([CH3:23])(=[O:22])=[O:21])[CH:15]=3)[S:12][C:8]=2[C:7]([C:24]2[CH:25]=[C:26]([CH:32]=[CH:33][CH:34]=2)[C:27](OCC)=[O:28])=[CH:6][CH:5]=1.Cl.[CH3:36][O:37][CH2:38][CH2:39][NH2:40].CCN=C=NCCCN(C)C.C1C=CC2N(O)N=NC=2C=1, predict the reaction product. The product is: [F:3][C:4]1[C:9]2[CH:10]=[C:11]([CH2:13][C:14]3[CH:19]=[CH:18][CH:17]=[C:16]([S:20]([CH3:23])(=[O:22])=[O:21])[CH:15]=3)[S:12][C:8]=2[C:7]([C:24]2[CH:25]=[C:26]([CH:32]=[CH:33][CH:34]=2)[C:27]([NH:40][CH2:39][CH2:38][O:37][CH3:36])=[O:28])=[CH:6][CH:5]=1. (5) The product is: [NH2:7][C@H:8]1[CH2:9][CH2:10][C@H:11]([CH2:14][NH:15][C:16]2[C:21]([N+:22]([O-:24])=[O:23])=[CH:20][N:19]=[C:18]([NH:25][CH2:26][C:27]3[CH:32]=[CH:31][CH:30]=[C:29]([N:33]4[CH2:38][CH2:37][CH2:36][CH2:35][CH2:34]4)[CH:28]=3)[N:17]=2)[CH2:12][CH2:13]1. Given the reactants C(OC(=O)[NH:7][CH:8]1[CH2:13][CH2:12][CH:11]([CH2:14][NH:15][C:16]2[C:21]([N+:22]([O-:24])=[O:23])=[CH:20][N:19]=[C:18]([NH:25][CH2:26][C:27]3[CH:32]=[CH:31][CH:30]=[C:29]([N:33]4[CH2:38][CH2:37][CH2:36][CH2:35][CH2:34]4)[CH:28]=3)[N:17]=2)[CH2:10][CH2:9]1)(C)(C)C.C(O)(C(F)(F)F)=O, predict the reaction product. (6) Given the reactants [CH3:1][O:2][C:3]1[CH:12]=[CH:11][CH:10]=[C:9]2[C:4]=1[CH2:5][CH2:6][N:7]1[C:17](=[O:18])[CH2:16][NH:15][C:14](=O)[CH:13]=[C:8]12.O=P(Cl)(Cl)Cl.[CH:25]([C:28]1[N:29]=[CH:30][NH:31][CH:32]=1)([CH3:27])[CH3:26].C([O-])(O)=O.[Na+], predict the reaction product. The product is: [CH:25]([C:28]1[N:29]=[CH:30][N:31]([C:14]2[CH:13]=[C:8]3[C:9]4[C:4]([CH2:5][CH2:6][N:7]3[C:17](=[O:18])[CH2:16][N:15]=2)=[C:3]([O:2][CH3:1])[CH:12]=[CH:11][CH:10]=4)[CH:32]=1)([CH3:27])[CH3:26]. (7) The product is: [CH2:1]([S:3]([C:6]1[CH:7]=[C:8]2[C:13](=[CH:14][C:15]=1[O:16][CH3:17])[N:12]=[C:11]([C:18]1[CH:23]=[CH:22][CH:21]=[C:20]([C:24]([F:26])([F:27])[F:25])[CH:19]=1)[C:10]([CH2:28][N:29]1[CH2:30][CH2:31][CH:32]([N:35]3[CH2:36][CH2:37][O:38][CH2:39][CH2:40]3)[CH2:33][CH2:34]1)=[C:9]2[C:41]([NH:47][C@H:46]([C:48]1[CH:53]=[CH:52][CH:51]=[CH:50][CH:49]=1)[C:45]([F:44])([F:54])[F:55])=[O:43])(=[O:5])=[O:4])[CH3:2]. Given the reactants [CH2:1]([S:3]([C:6]1[CH:7]=[C:8]2[C:13](=[CH:14][C:15]=1[O:16][CH3:17])[N:12]=[C:11]([C:18]1[CH:23]=[CH:22][CH:21]=[C:20]([C:24]([F:27])([F:26])[F:25])[CH:19]=1)[C:10]([CH2:28][N:29]1[CH2:34][CH2:33][CH:32]([N:35]3[CH2:40][CH2:39][O:38][CH2:37][CH2:36]3)[CH2:31][CH2:30]1)=[C:9]2[C:41]([OH:43])=O)(=[O:5])=[O:4])[CH3:2].[F:44][C:45]([F:55])([F:54])[C@@H:46]([C:48]1[CH:53]=[CH:52][CH:51]=[CH:50][CH:49]=1)[NH2:47].C(N(CC)C(C)C)(C)C.C(P1(=O)OP(=O)(CCC)OP(=O)(CCC)O1)CC, predict the reaction product. (8) Given the reactants [C:1]([O:5][C:6](=[O:30])[N:7]([CH2:13][C:14]1[CH:19]=[CH:18][C:17]([C:20]2[CH:25]=[CH:24][C:23]([C:26](=[O:28])[NH2:27])=[CH:22][C:21]=2[CH3:29])=[CH:16][CH:15]=1)[CH2:8][CH2:9][CH:10]([CH3:12])[CH3:11])([CH3:4])([CH3:3])[CH3:2], predict the reaction product. The product is: [C:1]([O:5][C:6](=[O:30])[N:7]([CH2:13][C:14]1[CH:15]=[CH:16][C:17]([C:20]2[CH:25]=[CH:24][C:23]([C:26](=[O:28])[N:27]=[CH:6][N:7]([CH3:13])[CH3:8])=[CH:22][C:21]=2[CH3:29])=[CH:18][CH:19]=1)[CH2:8][CH2:9][CH:10]([CH3:12])[CH3:11])([CH3:2])([CH3:3])[CH3:4].